From a dataset of Forward reaction prediction with 1.9M reactions from USPTO patents (1976-2016). Predict the product of the given reaction. (1) Given the reactants [OH:1][C:2]1[CH:3]=[CH:4][C:5]2[C:17](=[O:18])[C:16]3[C:15]4[C:10](=[CH:11][C:12]([C:19]#[N:20])=[CH:13][CH:14]=4)[NH:9][C:8]=3[C:7]([CH3:22])([CH3:21])[C:6]=2[CH:23]=1.Cl[CH2:25][C:26]1([CH3:30])[CH2:29][O:28][CH2:27]1, predict the reaction product. The product is: [CH3:22][C:7]1([CH3:21])[C:8]2[NH:9][C:10]3[C:15](=[CH:14][CH:13]=[C:12]([C:19]#[N:20])[CH:11]=3)[C:16]=2[C:17](=[O:18])[C:5]2[CH:4]=[CH:3][C:2]([O:1][CH2:25][C:26]3([CH3:30])[CH2:29][O:28][CH2:27]3)=[CH:23][C:6]1=2. (2) The product is: [N:32]1([C:2]2[C:3]3[CH:10]=[C:9]([CH2:11][C:12]([F:15])([F:14])[F:13])[S:8][C:4]=3[N:5]=[CH:6][N:7]=2)[CH2:37][CH2:36][NH:35][CH2:34][CH2:33]1. Given the reactants Cl[C:2]1[C:3]2[CH:10]=[C:9]([CH2:11][C:12]([F:15])([F:14])[F:13])[S:8][C:4]=2[N:5]=[CH:6][N:7]=1.C(N(CC)C(C)C)(C)C.C([N:32]1[CH2:37][CH2:36][NH:35][CH2:34][CH2:33]1)(OC(C)(C)C)=O, predict the reaction product.